Dataset: Reaction yield outcomes from USPTO patents with 853,638 reactions. Task: Predict the reaction yield, written as a fraction of the theoretical maximum amount of product (1.0 means a 100% yield; for example, 0.34 means a 34% yield). (1) The reactants are C([O:8][C:9](=[O:21])[NH:10][C:11]1C=CC2OCC[O:18][C:13]=2[CH:12]=1)C1C=CC=CC=1.[Li][CH2:23]CCC.[C:27]([O:32][CH2:33][C@@H:34]1[O:36][CH2:35]1)(=O)[CH2:28][CH2:29][CH3:30].C([O-])([O-])=O.[Cs+].[Cs+]. The catalyst is C1COCC1.CC(=O)OCC. The product is [O:32]1[C:27]2[CH:28]=[CH:29][C:30]([N:10]3[CH2:11][C@H:12]([CH2:13][OH:18])[O:8][C:9]3=[O:21])=[CH:23][C:35]=2[O:36][CH2:34][CH2:33]1. The yield is 0.410. (2) The reactants are [C:1]([O:4][C:5]1[C:12]([C:13]([CH3:16])([CH3:15])[CH3:14])=[CH:11][C:8]([CH:9]=O)=[CH:7][C:6]=1[C:17]([CH3:20])([CH3:19])[CH3:18])(=[O:3])[CH3:2].C1C=CC=CC=1.[C:27]([NH:31][OH:32])([CH3:30])([CH3:29])[CH3:28]. The catalyst is C(OCC)(=O)C. The product is [C:1]([O:4][C:5]1[C:12]([C:13]([CH3:16])([CH3:15])[CH3:14])=[CH:11][C:8]([CH:9]=[N+:31]([C:27]([CH3:30])([CH3:29])[CH3:28])[O-:32])=[CH:7][C:6]=1[C:17]([CH3:20])([CH3:19])[CH3:18])(=[O:3])[CH3:2]. The yield is 0.744. (3) The reactants are CC[O-].[Na+].[CH3:5][C:6]1[O:10][C:9]([CH:11]=O)=[CH:8][CH:7]=1.[C:13]([O:22]CC)(=[O:21])[CH2:14][CH2:15][C:16]([O:18][CH2:19][CH3:20])=[O:17]. The catalyst is C(O)C. The product is [CH2:19]([O:18][C:16]([C:15](=[CH:11][C:9]1[O:10][C:6]([CH3:5])=[CH:7][CH:8]=1)[CH2:14][C:13]([OH:22])=[O:21])=[O:17])[CH3:20]. The yield is 0.210. (4) The reactants are [CH3:1][NH:2][C:3]1[N:8]=[C:7]([C:9]2[S:10][C:11]3[CH:19]=[CH:18][CH:17]=[CH:16][C:12]=3[C:13](=[O:15])[N:14]=2)[CH:6]=[CH:5][CH:4]=1.[S:20]1[CH:24]=[CH:23][CH:22]=[C:21]1[C:25](Cl)=[O:26].CN(C)C(=O)C. The catalyst is O. The product is [CH3:1][N:2]([C:3]1[CH:4]=[CH:5][CH:6]=[C:7]([C:9]2[S:10][C:11]3[CH:19]=[CH:18][CH:17]=[CH:16][C:12]=3[C:13](=[O:15])[N:14]=2)[N:8]=1)[C:25]([C:21]1[S:20][CH:24]=[CH:23][CH:22]=1)=[O:26]. The yield is 0.830. (5) The reactants are [CH3:1][NH:2][C:3]([C:5]1[CH:10]=[CH:9][C:8](B(O)O)=[CH:7][CH:6]=1)=[O:4].[NH2:14][C:15]1[N:16]=[C:17]([N:26]2[CH2:31][CH2:30][N:29]([C:32](=[O:42])[CH2:33][O:34][C:35]3[CH:40]=[CH:39][C:38]([Cl:41])=[CH:37][CH:36]=3)[CH2:28][CH2:27]2)[C:18]2[N:24]=[C:23](Cl)[CH:22]=[CH:21][C:19]=2[N:20]=1. No catalyst specified. The product is [NH2:14][C:15]1[N:16]=[C:17]([N:26]2[CH2:27][CH2:28][N:29]([C:32](=[O:42])[CH2:33][O:34][C:35]3[CH:40]=[CH:39][C:38]([Cl:41])=[CH:37][CH:36]=3)[CH2:30][CH2:31]2)[C:18]2[N:24]=[C:23]([C:8]3[CH:9]=[CH:10][C:5]([C:3]([NH:2][CH3:1])=[O:4])=[CH:6][CH:7]=3)[CH:22]=[CH:21][C:19]=2[N:20]=1. The yield is 0.850. (6) The reactants are [NH2:1][C:2]1[CH2:3][S:4][C:5]2[CH:11]=[CH:10][CH:9]=[CH:8][C:6]=2[N:7]=1.[CH3:12][N:13]([CH3:17])[C:14](=O)[CH3:15]. No catalyst specified. The product is [S:4]1[C:5]2[CH:11]=[CH:10][CH:9]=[CH:8][C:6]=2[N:7]=[C:2]([N:1]=[C:14]([N:13]([CH3:17])[CH3:12])[CH3:15])[CH2:3]1. The yield is 0.260.